From a dataset of Forward reaction prediction with 1.9M reactions from USPTO patents (1976-2016). Predict the product of the given reaction. (1) Given the reactants C([O:3][C:4](=[O:45])[CH2:5][C:6]1[CH:11]=[CH:10][C:9]([NH:12][CH2:13][C:14]2[CH:19]=[CH:18][C:17]([S:20][C:21]3[N:25]([CH3:26])[C:24]([C:27]4[CH:32]=[CH:31][C:30]([C:33]([CH3:36])([CH3:35])[CH3:34])=[CH:29][CH:28]=4)=[N:23][N:22]=3)=[CH:16][C:15]=2[O:37][CH2:38][CH2:39][CH2:40][CH2:41][CH2:42][CH2:43][CH3:44])=[CH:8][CH:7]=1)C.C(=O)([O-])[O-].[K+].[K+].Cl, predict the reaction product. The product is: [C:33]([C:30]1[CH:31]=[CH:32][C:27]([C:24]2[N:25]([CH3:26])[C:21]([S:20][C:17]3[CH:18]=[CH:19][C:14]([CH2:13][NH:12][C:9]4[CH:10]=[CH:11][C:6]([CH2:5][C:4]([OH:45])=[O:3])=[CH:7][CH:8]=4)=[C:15]([O:37][CH2:38][CH2:39][CH2:40][CH2:41][CH2:42][CH2:43][CH3:44])[CH:16]=3)=[N:22][N:23]=2)=[CH:28][CH:29]=1)([CH3:36])([CH3:35])[CH3:34]. (2) Given the reactants [CH3:1][CH:2]([CH3:11])[CH:3]([C:5]1[CH:6]=[N:7][CH:8]=[CH:9][CH:10]=1)[OH:4], predict the reaction product. The product is: [CH3:1][CH:2]([CH3:11])[C:3]([C:5]1[CH:6]=[N:7][CH:8]=[CH:9][CH:10]=1)=[O:4]. (3) Given the reactants [CH3:1][O:2][CH2:3][O:4][C:5]1[C:10]([C:11]([CH3:18])([CH3:17])[CH2:12][O:13][CH2:14][O:15][CH3:16])=[CH:9][C:8](Br)=[CH:7][C:6]=1[C:20]([CH3:23])([CH3:22])[CH3:21].[Li]C(C)(C)C.CN([CH:32]=[O:33])C.[Cl-].[NH4+], predict the reaction product. The product is: [C:20]([C:6]1[CH:7]=[C:8]([CH:9]=[C:10]([C:11]([CH3:18])([CH3:17])[CH2:12][O:13][CH2:14][O:15][CH3:16])[C:5]=1[O:4][CH2:3][O:2][CH3:1])[CH:32]=[O:33])([CH3:23])([CH3:22])[CH3:21]. (4) The product is: [C:14]([Si:1]([C:8]1[CH:9]=[CH:10][CH:11]=[CH:12][CH:13]=1)([C:2]1[CH:7]=[CH:6][CH:5]=[CH:4][CH:3]=1)[O:18][CH2:19][CH2:20][C:21]1[CH:22]=[CH:23][C:24]([C:27]2[S:28][CH:29]=[C:30]([CH:32]([C:56]3[CH:55]=[CH:54][C:53]4[N:49]([CH2:48][O:47][CH3:46])[C:50](=[O:61])[S:51][C:52]=4[CH:57]=3)[CH3:33])[N:31]=2)=[N:25][CH:26]=1)([CH3:16])([CH3:17])[CH3:15]. Given the reactants [Si:1]([O:18][CH2:19][CH2:20][C:21]1[CH:22]=[CH:23][C:24]([C:27]2[S:28][CH:29]=[C:30](/[C:32](=N\NS(C3C=CC(C)=CC=3)(=O)=O)/[CH3:33])[N:31]=2)=[N:25][CH:26]=1)([C:14]([CH3:17])([CH3:16])[CH3:15])([C:8]1[CH:13]=[CH:12][CH:11]=[CH:10][CH:9]=1)[C:2]1[CH:7]=[CH:6][CH:5]=[CH:4][CH:3]=1.[CH3:46][O:47][CH2:48][N:49]1[C:53]2[CH:54]=[CH:55][C:56](B(O)O)=[CH:57][C:52]=2[S:51][C:50]1=[O:61].C(=O)([O-])[O-].[K+].[K+], predict the reaction product. (5) Given the reactants [Si]([O:8][C:9]([C@@H:12]1[N:17]2[C:18]3[C:27]4[C:22](=[CH:23][CH:24]=[CH:25][CH:26]=4)[N:21]=[CH:20][C:19]=3[N:28]=[C:16]2[CH2:15][O:14][CH2:13]1)([CH3:11])[CH3:10])(C(C)(C)C)(C)C.[F-].C([N+](CCCC)(CCCC)CCCC)CCC, predict the reaction product. The product is: [CH:26]1[CH:25]=[CH:24][CH:23]=[C:22]2[C:27]=1[C:18]1[N:17]3[C@@H:12]([C:9]([OH:8])([CH3:10])[CH3:11])[CH2:13][O:14][CH2:15][C:16]3=[N:28][C:19]=1[CH:20]=[N:21]2. (6) The product is: [CH2:15]([C:11]1[CH:10]=[C:9]([CH3:12])[N:8]=[N:7][C:6]=1[NH:5][C:3](=[O:4])[C:2]([CH3:14])([CH3:13])[CH3:1])[CH3:16]. Given the reactants [CH3:1][C:2]([CH3:14])([CH3:13])[C:3]([NH:5][C:6]1[N:7]=[N:8][C:9]([CH3:12])=[CH:10][CH:11]=1)=[O:4].[CH3:15][CH2:16][Mg+].[Br-], predict the reaction product.